From a dataset of Forward reaction prediction with 1.9M reactions from USPTO patents (1976-2016). Predict the product of the given reaction. (1) Given the reactants Br[CH2:2][C:3]1[NH:8][C:7]([C:9]2[S:10][CH:11]=[N:12][N:13]=2)=[N:6][CH:5]([C:14]2[CH:19]=[CH:18][C:17]([Cl:20])=[CH:16][C:15]=2[Cl:21])[C:4]=1[C:22]([O:24][CH2:25][CH3:26])=[O:23].[NH:27]1[CH2:32][CH2:31][O:30][CH2:29][CH:28]1[C:33]([OH:35])=[O:34], predict the reaction product. The product is: [Cl:21][C:15]1[CH:16]=[C:17]([Cl:20])[CH:18]=[CH:19][C:14]=1[CH:5]1[N:6]=[C:7]([C:9]2[S:10][CH:11]=[N:12][N:13]=2)[NH:8][C:3]([CH2:2][N:27]2[CH2:32][CH2:31][O:30][CH2:29][CH:28]2[C:33]([OH:35])=[O:34])=[C:4]1[C:22]([O:24][CH2:25][CH3:26])=[O:23]. (2) Given the reactants [CH2:1]([C:7]([CH2:13][CH2:14][CH2:15][CH2:16][CH2:17][CH3:18])=[CH:8][C:9](OC)=[O:10])[CH2:2][CH2:3][CH2:4][CH2:5][CH3:6].[H-].C([Al+]CC(C)C)C(C)C, predict the reaction product. The product is: [CH2:13]([C:7]([CH2:1][CH2:2][CH2:3][CH2:4][CH2:5][CH3:6])=[CH:8][CH2:9][OH:10])[CH2:14][CH2:15][CH2:16][CH2:17][CH3:18]. (3) Given the reactants [Si:1]([O:8][C:9]1[CH:10]=[CH:11][CH:12]=[C:13]2[C:18]=1[N:17]=[C:16]([CH:19]=O)[CH:15]=[CH:14]2)([C:4]([CH3:7])([CH3:6])[CH3:5])([CH3:3])[CH3:2].[I:21][C:22]1[CH:27]=[CH:26][NH:25]/[C:24](=[N:28]\[NH2:29])/[CH:23]=1, predict the reaction product. The product is: [Si:1]([O:8][C:9]1[CH:10]=[CH:11][CH:12]=[C:13]2[C:18]=1[N:17]=[C:16](/[CH:19]=[N:29]/[N:28]=[C:24]1\[NH:25][CH:26]=[CH:27][C:22]([I:21])=[CH:23]\1)[CH:15]=[CH:14]2)([C:4]([CH3:7])([CH3:6])[CH3:5])([CH3:3])[CH3:2]. (4) Given the reactants [C:1]([OH:8])(=[O:7])[CH2:2][CH2:3][C:4]([CH3:6])=O.Cl.[CH3:10][O:11][C:12]1[CH:17]=[CH:16][C:15]([N:18]([C:20](=[O:27])[C:21]2[CH:26]=[CH:25][CH:24]=[CH:23][CH:22]=2)N)=[CH:14][CH:13]=1, predict the reaction product. The product is: [C:20]([N:18]1[C:15]2[C:14](=[CH:13][C:12]([O:11][CH3:10])=[CH:17][CH:16]=2)[C:3]([CH2:2][C:1]([OH:8])=[O:7])=[C:4]1[CH3:6])(=[O:27])[C:21]1[CH:22]=[CH:23][CH:24]=[CH:25][CH:26]=1. (5) Given the reactants [Cl:1][C:2]1[N:7]=[C:6](Cl)[C:5]([CH3:9])=[CH:4][N:3]=1.[NH2:10][CH:11]1[CH2:25][CH:14]2[CH2:15][N:16]([C:18]([O:20][C:21]([CH3:24])([CH3:23])[CH3:22])=[O:19])[CH2:17][CH:13]2[CH2:12]1.CCN(CC)CC, predict the reaction product. The product is: [Cl:1][C:2]1[N:7]=[C:6]([NH:10][CH:11]2[CH2:25][CH:14]3[CH2:15][N:16]([C:18]([O:20][C:21]([CH3:23])([CH3:22])[CH3:24])=[O:19])[CH2:17][CH:13]3[CH2:12]2)[C:5]([CH3:9])=[CH:4][N:3]=1. (6) The product is: [CH:28]1([C:26]([C@H:22]2[C@H:21]([CH3:31])[CH2:20][C@H:19]3[C@H:18]4[C:9]([C@@H:8]([C:5]5[CH:6]=[CH:7][C:2]([C:37]6[CH:38]=[N:39][CH:40]=[C:35]([O:34][CH3:33])[CH:36]=6)=[CH:3][CH:4]=5)[CH2:25][C@:23]23[CH3:24])=[C:10]2[C:15](=[CH:14][C:13](=[O:32])[CH2:12][CH2:11]2)[CH2:16][CH2:17]4)=[O:27])[CH2:30][CH2:29]1. Given the reactants Br[C:2]1[CH:7]=[CH:6][C:5]([C@H:8]2[CH2:25][C@@:23]3([CH3:24])[C@@H:19]([CH2:20][C@@H:21]([CH3:31])[C@@H:22]3[C:26]([CH:28]3[CH2:30][CH2:29]3)=[O:27])[C@H:18]3[C:9]2=[C:10]2[C:15]([CH2:16][CH2:17]3)=[CH:14][C:13](=[O:32])[CH2:12][CH2:11]2)=[CH:4][CH:3]=1.[CH3:33][O:34][C:35]1[CH:36]=[C:37](B(O)O)[CH:38]=[N:39][CH:40]=1, predict the reaction product.